From a dataset of Forward reaction prediction with 1.9M reactions from USPTO patents (1976-2016). Predict the product of the given reaction. (1) Given the reactants C(=O)(O)O.[NH2:5][C:6]([NH2:8])=[NH:7].[CH3:9][O:10][C:11]1[CH:26]=[CH:25][C:24]([CH2:27][C:28]([O:30][CH3:31])=[O:29])=[CH:23][C:12]=1[CH2:13][CH:14]([C:20](=O)[CH3:21])[C:15](OCC)=[O:16], predict the reaction product. The product is: [NH2:7][C:6]1[N:8]=[C:15]([OH:16])[C:14]([CH2:13][C:12]2[CH:23]=[C:24]([CH2:27][C:28]([O:30][CH3:31])=[O:29])[CH:25]=[CH:26][C:11]=2[O:10][CH3:9])=[C:20]([CH3:21])[N:5]=1. (2) Given the reactants [C:1]([O:5][C:6]([N:8]1[CH2:13][CH2:12][CH:11]([CH2:14]O)[CH2:10][CH2:9]1)=[O:7])([CH3:4])([CH3:3])[CH3:2].C(Br)(Br)(Br)[Br:17].C1(P(C2C=CC=CC=2)C2C=CC=CC=2)C=CC=CC=1, predict the reaction product. The product is: [C:1]([O:5][C:6]([N:8]1[CH2:13][CH2:12][CH:11]([CH2:14][Br:17])[CH2:10][CH2:9]1)=[O:7])([CH3:4])([CH3:3])[CH3:2].